Dataset: Catalyst prediction with 721,799 reactions and 888 catalyst types from USPTO. Task: Predict which catalyst facilitates the given reaction. (1) Reactant: [Br:1][C:2]1[C:7]([NH2:8])=[CH:6][CH:5]=[CH:4][N:3]=1.[C:9](O[C:9]([O:11][C:12]([CH3:15])([CH3:14])[CH3:13])=[O:10])([O:11][C:12]([CH3:15])([CH3:14])[CH3:13])=[O:10].C(N(C(C)C)C(C)C)C. Product: [Br:1][C:2]1[C:7]([NH:8][C:9](=[O:10])[O:11][C:12]([CH3:15])([CH3:14])[CH3:13])=[CH:6][CH:5]=[CH:4][N:3]=1. The catalyst class is: 79. (2) Reactant: CO[CH:3](OC)[CH:4]([NH2:6])[CH3:5].[C:9](N1C=CN=C1)(N1C=CN=C1)=[S:10].C(N(CC)CC)C.[N:28]1([CH2:33][CH2:34][CH2:35][O:36][C:37]2[CH:42]=[CH:41][C:40]([C:43]3([CH2:49][NH2:50])[CH2:48][CH2:47][O:46][CH2:45][CH2:44]3)=[CH:39][CH:38]=2)[CH2:32][CH2:31][CH2:30][CH2:29]1.Cl. Product: [CH3:3][C:4]1[N:6]=[C:9]([SH:10])[N:50]([CH2:49][C:43]2([C:40]3[CH:41]=[CH:42][C:37]([O:36][CH2:35][CH2:34][CH2:33][N:28]4[CH2:32][CH2:31][CH2:30][CH2:29]4)=[CH:38][CH:39]=3)[CH2:44][CH2:45][O:46][CH2:47][CH2:48]2)[CH:5]=1. The catalyst class is: 3. (3) Reactant: [NH:1]1[C:9]2[C:4](=[CH:5][CH:6]=[C:7]([NH:10][C:11]3[C:12]4[CH:19]=[C:18]([C:20]([NH:22][CH:23]5[CH2:28][CH2:27][N:26](C(OCC6C=CC=CC=6)=O)[CH2:25][CH2:24]5)=[O:21])[S:17][C:13]=4[N:14]=[CH:15][N:16]=3)[CH:8]=2)[CH:3]=[N:2]1. Product: [NH:1]1[C:9]2[C:4](=[CH:5][CH:6]=[C:7]([NH:10][C:11]3[C:12]4[CH:19]=[C:18]([C:20]([NH:22][CH:23]5[CH2:24][CH2:25][NH:26][CH2:27][CH2:28]5)=[O:21])[S:17][C:13]=4[N:14]=[CH:15][N:16]=3)[CH:8]=2)[CH:3]=[N:2]1. The catalyst class is: 570. (4) Reactant: [CH3:1][O:2][C:3]1[CH:4]=[C:5]2[C:10](=[CH:11][C:12]=1[O:13][CH3:14])[N:9]=[CH:8][CH:7]=[C:6]2[O:15][C:16]1[C:22]([CH3:23])=[CH:21][C:19]([NH2:20])=[C:18]([CH3:24])[CH:17]=1.Cl[C:26](Cl)([O:28][C:29](=[O:35])OC(Cl)(Cl)Cl)Cl.[CH2:37](O)[CH2:38][CH2:39][CH2:40][CH2:41]C.C(=O)(O)[O-].[Na+]. Product: [CH3:1][O:2][C:3]1[CH:4]=[C:5]2[C:10](=[CH:11][C:12]=1[O:13][CH3:14])[N:9]=[CH:8][CH:7]=[C:6]2[O:15][C:16]1[C:22]([CH3:23])=[CH:21][C:19]([NH:20][C:29](=[O:35])[O:28][CH2:26][CH2:37][CH2:38][CH2:39][CH2:40][CH3:41])=[C:18]([CH3:24])[CH:17]=1. The catalyst class is: 208. (5) The catalyst class is: 4. Product: [NH2:1][C:2]1[C:11]2[N:10]([S:12]([NH2:15])(=[O:13])=[O:14])[CH2:9][CH2:8][NH:7][C:6]=2[N:5]=[C:4]([C:23]2[C:31]3[C:26](=[N:27][CH:28]=[CH:29][CH:30]=3)[N:25]([CH2:32][C:33]3[CH:38]=[CH:37][CH:36]=[CH:35][C:34]=3[F:39])[N:24]=2)[N:3]=1. Reactant: [NH2:1][C:2]1[C:11]2[N:10]([S:12]([NH:15]C(=O)OC(C)(C)C)(=[O:14])=[O:13])[CH2:9][CH2:8][NH:7][C:6]=2[N:5]=[C:4]([C:23]2[C:31]3[C:26](=[N:27][CH:28]=[CH:29][CH:30]=3)[N:25]([CH2:32][C:33]3[CH:38]=[CH:37][CH:36]=[CH:35][C:34]=3[F:39])[N:24]=2)[N:3]=1.FC(F)(F)C(O)=O. (6) Reactant: [Cl:1][C:2]1[CH:7]=[CH:6][CH:5]=[C:4]([F:8])[C:3]=1[C:9](=[O:17])[C:10](=[N+:15]=[N-:16])[C:11]([O:13][CH3:14])=[O:12].C(P(CCCC)CCCC)CCC. Product: [Cl:1][C:2]1[CH:7]=[CH:6][CH:5]=[C:4]([F:8])[C:3]=1[C:9](=[O:17])[C:10](=[N:15][NH2:16])[C:11]([O:13][CH3:14])=[O:12]. The catalyst class is: 740. (7) Reactant: [C:1]([C:3]1[CH:4]=[C:5]([C:13]2[S:14][C:15]([C:18]3[C:19]([CH2:37][CH3:38])=[C:20]([CH2:24][CH2:25][N:26]4[CH2:31][CH2:30][CH:29]([C:32]([O:34]CC)=[O:33])[CH2:28][CH2:27]4)[CH:21]=[CH:22][CH:23]=3)=[CH:16][N:17]=2)[CH:6]=[CH:7][C:8]=1[O:9][CH:10]([CH3:12])[CH3:11])#[N:2].[OH-].[Na+]. Product: [C:1]([C:3]1[CH:4]=[C:5]([C:13]2[S:14][C:15]([C:18]3[C:19]([CH2:37][CH3:38])=[C:20]([CH2:24][CH2:25][N:26]4[CH2:27][CH2:28][CH:29]([C:32]([OH:34])=[O:33])[CH2:30][CH2:31]4)[CH:21]=[CH:22][CH:23]=3)=[CH:16][N:17]=2)[CH:6]=[CH:7][C:8]=1[O:9][CH:10]([CH3:11])[CH3:12])#[N:2]. The catalyst class is: 252.